Dataset: Drug-target binding data from BindingDB using Ki measurements. Task: Regression. Given a target protein amino acid sequence and a drug SMILES string, predict the binding affinity score between them. We predict pKi (pKi = -log10(Ki in M); higher means stronger inhibition). Dataset: bindingdb_ki. The compound is Nc1nc2c(c(=O)[nH]1)C[C@@H](CCc1ccc(C(=O)N[C@@H](CCC(=O)O)C(=O)O)cc1)CN2. The target protein (P08179) has sequence MNIVVLISGNGSNLQAIIDACKTNKIKGTVRAVFSNKADAFGLERARQAGIATHTLIASAFDSREAYDRELIHEIDMYAPDVVVLAGFMRILSPAFVSHYAGRLLNIHPSLLPKYPGLHTHRQALENGDEEHGTSVHFVTDELDGGPVILQAKVPVFAGDSEDDITARVQTQEHAIYPLVISWFADGRLKMHENAAWLDGQRLPPQGYAADE. The pKi is 7.0.